Dataset: Reaction yield outcomes from USPTO patents with 853,638 reactions. Task: Predict the reaction yield, written as a fraction of the theoretical maximum amount of product (1.0 means a 100% yield; for example, 0.34 means a 34% yield). (1) The reactants are [N:1]1([C:7]2[CH:28]=[CH:27][C:10]([NH:11][C:12]3[N:17]=[C:16]([C:18]4[N:22]([CH:23]([CH3:25])[CH3:24])[C:21]([CH3:26])=[N:20][CH:19]=4)[CH:15]=[CH:14][N:13]=3)=[CH:9][CH:8]=2)[CH2:6][CH2:5][NH:4][CH2:3][CH2:2]1.C(N(C(C)C)CC)(C)C.[Cl:38][CH2:39][C:40](Cl)=[O:41]. The catalyst is C(Cl)Cl. The product is [Cl:38][CH2:39][C:40]([N:4]1[CH2:5][CH2:6][N:1]([C:7]2[CH:28]=[CH:27][C:10]([NH:11][C:12]3[N:17]=[C:16]([C:18]4[N:22]([CH:23]([CH3:25])[CH3:24])[C:21]([CH3:26])=[N:20][CH:19]=4)[CH:15]=[CH:14][N:13]=3)=[CH:9][CH:8]=2)[CH2:2][CH2:3]1)=[O:41]. The yield is 0.870. (2) The reactants are [C:1]1([C:9]2[CH:14]=[CH:13][C:12]([NH2:15])=[C:11]([NH2:16])[CH:10]=2)[CH:6]=[CH:5][C:4]([NH2:7])=[C:3]([NH2:8])[CH:2]=1.[OH:17][C:18]1[CH:25]=[CH:24][C:21]([CH:22]=O)=[CH:20][CH:19]=1. No catalyst specified. The product is [NH:15]1[C:12]2[CH:13]=[CH:14][C:9]([C:1]3[CH:6]=[CH:5][C:4]4[NH:7][C:22]([C:21]5[CH:24]=[CH:25][C:18]([OH:17])=[CH:19][CH:20]=5)=[N:8][C:3]=4[CH:2]=3)=[CH:10][C:11]=2[N:16]=[C:22]1[C:21]1[CH:24]=[CH:25][C:18]([OH:17])=[CH:19][CH:20]=1. The yield is 0.0600. (3) The reactants are [Cl:1][C:2]1[CH:3]=[CH:4][C:5]([O:17][CH3:18])=[C:6]([CH:16]=1)[C:7]([NH:9][C:10]1[S:11][C:12]([CH3:15])=[CH:13][N:14]=1)=[O:8].[H-].[Na+].Cl[CH2:22][C:23]1[N:24]=[CH:25][S:26][CH:27]=1.O. The catalyst is CN(C)C=O. The product is [Cl:1][C:2]1[CH:3]=[CH:4][C:5]([O:17][CH3:18])=[C:6]([CH:16]=1)[C:7](/[N:9]=[C:10]1\[S:11][C:12]([CH3:15])=[CH:13][N:14]\1[CH2:22][C:23]1[N:24]=[CH:25][S:26][CH:27]=1)=[O:8]. The yield is 0.720. (4) The reactants are [OH:1][CH2:2][CH2:3][CH2:4][CH2:5][NH:6][S:7]([C:10]1[CH:15]=[CH:14][C:13]([C:16]2[CH:21]=[CH:20][CH:19]=[CH:18][CH:17]=2)=[CH:12][CH:11]=1)(=[O:9])=[O:8].[CH3:22]I.O. The catalyst is CN(C)C=O. The product is [OH:1][CH2:2][CH2:3][CH2:4][CH2:5][N:6]([CH3:22])[S:7]([C:10]1[CH:15]=[CH:14][C:13]([C:16]2[CH:21]=[CH:20][CH:19]=[CH:18][CH:17]=2)=[CH:12][CH:11]=1)(=[O:9])=[O:8]. The yield is 0.800. (5) The reactants are [NH2:1][C:2](=[O:46])[CH2:3][C:4]1[C:41]([C:42]([F:45])([F:44])[F:43])=[CH:40][CH:39]=[CH:38][C:5]=1[CH2:6][CH2:7][C:8]1[C:13]([C:14]([F:17])([F:16])[F:15])=[CH:12][N:11]=[C:10]([NH:18][C:19]2[CH:24]=[CH:23][C:22]([CH:25]3[CH2:30][CH2:29][N:28](C(OC(C)(C)C)=O)[CH2:27][CH2:26]3)=[CH:21][CH:20]=2)[N:9]=1.C(O)(C(F)(F)F)=O. The catalyst is C(Cl)Cl. The product is [NH:28]1[CH2:29][CH2:30][CH:25]([C:22]2[CH:23]=[CH:24][C:19]([NH:18][C:10]3[N:9]=[C:8]([CH2:7][CH2:6][C:5]4[CH:38]=[CH:39][CH:40]=[C:41]([C:42]([F:43])([F:44])[F:45])[C:4]=4[CH2:3][C:2]([NH2:1])=[O:46])[C:13]([C:14]([F:17])([F:15])[F:16])=[CH:12][N:11]=3)=[CH:20][CH:21]=2)[CH2:26][CH2:27]1. The yield is 0.880. (6) The reactants are [S:1](=[O:4])([OH:3])[O-:2].[Na+:5].[F:6][C:7]1[CH:15]=[C:14]2[C:10]([CH:11]=[CH:12][NH:13]2)=[CH:9][CH:8]=1. The catalyst is O.C(O)C. The product is [F:6][C:7]1[CH:15]=[C:14]2[C:10]([CH:11]=[C:12]([S:1]([O-:3])(=[O:2])=[O:4])[NH:13]2)=[CH:9][CH:8]=1.[Na+:5]. The yield is 0.290. (7) The reactants are CC1(O)C=C[C:5]([CH2:6][N:7]2[CH2:12][CH2:11]C[CH2:9][CH2:8]2)=[CH:4][CH2:3]1.CS(O[CH2:21][CH2:22][C:23]#[CH:24])(=O)=O.[C:25](=[O:28])([O-])[O-].[K+].[K+]. The catalyst is C(#N)C. The product is [CH3:21][C:22]1[CH:3]=[CH:4][C:5]([CH2:6][C:25]2([OH:28])[CH2:9][CH2:8][N:7]([CH2:6][CH2:5][C:4]#[CH:3])[CH2:12][CH2:11]2)=[CH:24][CH:23]=1. The yield is 0.650. (8) The reactants are [Br:1][C:2]1[S:3][C:4]([N:11]([CH2:14][CH3:15])[CH2:12][CH3:13])=[C:5]([CH3:10])[C:6]=1[C:7]([OH:9])=O.Cl.[NH2:17][CH2:18][C:19]1[C:20](=[O:27])[NH:21][C:22]([CH3:26])=[CH:23][C:24]=1[CH3:25].C(Cl)CCl.C1C=NC2N(O)N=NC=2C=1.CN1CCOCC1. The catalyst is O.CN(C=O)C. The product is [Br:1][C:2]1[S:3][C:4]([N:11]([CH2:14][CH3:15])[CH2:12][CH3:13])=[C:5]([CH3:10])[C:6]=1[C:7]([NH:17][CH2:18][C:19]1[C:20](=[O:27])[NH:21][C:22]([CH3:26])=[CH:23][C:24]=1[CH3:25])=[O:9]. The yield is 0.247.